Dataset: Merck oncology drug combination screen with 23,052 pairs across 39 cell lines. Task: Regression. Given two drug SMILES strings and cell line genomic features, predict the synergy score measuring deviation from expected non-interaction effect. Cell line: MDAMB436. Drug 2: O=C(O)C1(Cc2cccc(Nc3nccs3)n2)CCC(Oc2cccc(Cl)c2F)CC1. Synergy scores: synergy=7.61. Drug 1: Nc1ccn(C2OC(CO)C(O)C2(F)F)c(=O)n1.